Predict the reaction yield, written as a fraction of the theoretical maximum amount of product (1.0 means a 100% yield; for example, 0.34 means a 34% yield). From a dataset of Reaction yield outcomes from USPTO patents with 853,638 reactions. (1) The reactants are [CH3:1][N:2]([CH3:32])[C:3]([C:5]1[N:26]([CH:27]2[CH2:31][CH2:30][CH2:29][CH2:28]2)[C:8]2[N:9]=[C:10]([NH:13][C:14]3[N:19]=[CH:18][C:17]([CH:20]4[CH2:25][CH2:24][NH:23][CH2:22][CH2:21]4)=[CH:16][CH:15]=3)[N:11]=[CH:12][C:7]=2[CH:6]=1)=[O:4].[BH-](OC(C)=O)(OC(C)=O)OC(C)=O.[Na+].ClCCl.[CH3:50][C:51]([CH3:53])=O. The catalyst is C(O)(=O)C. The product is [CH3:1][N:2]([CH3:32])[C:3]([C:5]1[N:26]([CH:27]2[CH2:31][CH2:30][CH2:29][CH2:28]2)[C:8]2[N:9]=[C:10]([NH:13][C:14]3[N:19]=[CH:18][C:17]([CH:20]4[CH2:25][CH2:24][N:23]([CH:51]([CH3:53])[CH3:50])[CH2:22][CH2:21]4)=[CH:16][CH:15]=3)[N:11]=[CH:12][C:7]=2[CH:6]=1)=[O:4]. The yield is 0.600. (2) The reactants are [F:1][C:2]1[CH:3]=[CH:4][C:5]([OH:10])=[C:6]([CH:9]=1)[CH:7]=[O:8].[CH2:11](OC1C=CC=CC=1CO)[CH2:12][CH:13]=[CH2:14]. No catalyst specified. The product is [CH2:14]([O:10][C:5]1[CH:4]=[CH:3][C:2]([F:1])=[CH:9][C:6]=1[CH2:7][OH:8])[CH2:13][CH:12]=[CH2:11]. The yield is 0.390. (3) The reactants are [Br:1][C:2]1[N:3]([C:12]2[N:13]=[CH:14][N:15]=[C:16]([NH2:19])[C:17]=2[N:18]=1)[C@@H:4]1[O:11][C@H:8]([CH2:9][OH:10])[C@@H:6]([OH:7])[CH2:5]1.[CH3:20][O:21][C:22]1[CH:27]=[CH:26][C:25]([C:28](Cl)([C:35]2[CH:40]=[CH:39][C:38]([O:41][CH3:42])=[CH:37][CH:36]=2)[C:29]2[CH:34]=[CH:33][CH:32]=[CH:31][CH:30]=2)=[CH:24][CH:23]=1.C[Si](C)(C)Cl.[C:49](Cl)(=[O:56])[C:50]1[CH:55]=[CH:54][CH:53]=[CH:52][CH:51]=1. The catalyst is N1C=CC=CC=1. The product is [C:49]([NH:19][C:16]1[C:17]2[N:18]=[C:2]([Br:1])[N:3]([C:12]=2[N:13]=[CH:14][N:15]=1)[C@@H:4]1[O:11][C@H:8]([CH2:9][O:10][C:28]([C:29]2[CH:34]=[CH:33][CH:32]=[CH:31][CH:30]=2)([C:35]2[CH:40]=[CH:39][C:38]([O:41][CH3:42])=[CH:37][CH:36]=2)[C:25]2[CH:26]=[CH:27][C:22]([O:21][CH3:20])=[CH:23][CH:24]=2)[C@@H:6]([OH:7])[CH2:5]1)(=[O:56])[C:50]1[CH:55]=[CH:54][CH:53]=[CH:52][CH:51]=1. The yield is 0.416.